From a dataset of Forward reaction prediction with 1.9M reactions from USPTO patents (1976-2016). Predict the product of the given reaction. (1) The product is: [NH:28]1[C:32]2[CH:33]=[CH:34][CH:35]=[CH:36][C:31]=2[N:30]=[C:29]1[C:37]1[CH:46]=[CH:45][C:40]([C:41]2[N:42]=[C:6]([C:5]3[CH:9]=[C:10]([O:14][CH3:15])[C:11]([O:12][CH3:13])=[C:3]([O:2][CH3:1])[CH:4]=3)[O:8][N:43]=2)=[CH:39][CH:38]=1. Given the reactants [CH3:1][O:2][C:3]1[CH:4]=[C:5]([CH:9]=[C:10]([O:14][CH3:15])[C:11]=1[O:12][CH3:13])[C:6]([OH:8])=O.C(C1NC=CN=1)(C1NC=CN=1)=O.[NH:28]1[C:32]2[CH:33]=[CH:34][CH:35]=[CH:36][C:31]=2[N:30]=[C:29]1[C:37]1[CH:46]=[CH:45][C:40](/[C:41](=[N:43]/O)/[NH2:42])=[CH:39][CH:38]=1, predict the reaction product. (2) Given the reactants [CH2:1]([N:3]1[CH2:8][CH:7]=[C:6]([C:9]2[CH:14]=[CH:13][CH:12]=[C:11](SC)[C:10]=2[F:17])[CH2:5][CH2:4]1)[CH3:2].[S:18](=[O:22])(=O)(O)[OH:19].OO.[C:25](OCC)(=O)C.CO, predict the reaction product. The product is: [CH2:1]([N:3]1[CH2:4][CH:5]=[C:6]([C:9]2[CH:14]=[CH:13][CH:12]=[C:11]([S:18]([CH3:25])(=[O:22])=[O:19])[C:10]=2[F:17])[CH2:7][CH2:8]1)[CH3:2]. (3) Given the reactants Cl.Cl.Cl.[O:4]1[C:8]2[CH:9]=[CH:10][CH:11]=[C:12]([N:13]3[CH2:18][CH2:17][N:16]([CH2:19][CH2:20][C@H:21]4[CH2:26][CH2:25][C@H:24]([NH2:27])[CH2:23][CH2:22]4)[CH2:15][CH2:14]3)[C:7]=2[O:6][CH2:5]1.[OH:28][C:29]1([C:35](O)=[O:36])[CH2:34][CH2:33][CH2:32][CH2:31][CH2:30]1, predict the reaction product. The product is: [O:4]1[C:8]2[CH:9]=[CH:10][CH:11]=[C:12]([N:13]3[CH2:18][CH2:17][N:16]([CH2:19][CH2:20][C@H:21]4[CH2:26][CH2:25][C@H:24]([NH:27][C:35]([C:29]5([OH:28])[CH2:34][CH2:33][CH2:32][CH2:31][CH2:30]5)=[O:36])[CH2:23][CH2:22]4)[CH2:15][CH2:14]3)[C:7]=2[O:6][CH2:5]1. (4) Given the reactants [OH:1][N:2]1[CH:6]=[C:5]([C:7]2[CH:12]=[CH:11][C:10]([O:13][CH3:14])=[CH:9][CH:8]=2)[CH:4]=[N:3]1.[CH3:15][N:16]([C:20]1[CH:25]=[CH:24][CH:23]=[CH:22][CH:21]=1)[C:17](Cl)=[O:18], predict the reaction product. The product is: [CH3:14][O:13][C:10]1[CH:9]=[CH:8][C:7]([C:5]2[CH:4]=[N:3][N:2]([O:1][C:17](=[O:18])[N:16]([CH3:15])[C:20]3[CH:25]=[CH:24][CH:23]=[CH:22][CH:21]=3)[CH:6]=2)=[CH:12][CH:11]=1. (5) Given the reactants Cl[C:2]1[C:11]([CH3:12])=[C:10]([Cl:13])[C:9]2[C:4](=[N:5][CH:6]=[CH:7][CH:8]=2)[N:3]=1.[F:14][C:15]1[CH:16]=[C:17](B(O)O)[CH:18]=[N:19][CH:20]=1.C(=O)([O-])[O-].[Na+].[Na+], predict the reaction product. The product is: [Cl:13][C:10]1[C:9]2[C:4](=[N:5][CH:6]=[CH:7][CH:8]=2)[N:3]=[C:2]([C:17]2[CH:18]=[N:19][CH:20]=[C:15]([F:14])[CH:16]=2)[C:11]=1[CH3:12]. (6) Given the reactants Cl[C:2]1[N:9]=[CH:8][CH:7]=[CH:6][C:3]=1[C:4]#[N:5].[NH2:10][S:11]([CH3:14])(=[O:13])=[O:12].C([O-])([O-])=O.[K+].[K+], predict the reaction product. The product is: [C:4]([C:3]1[C:2]([NH:10][S:11]([CH3:14])(=[O:13])=[O:12])=[N:9][CH:8]=[CH:7][CH:6]=1)#[N:5]. (7) Given the reactants [C:1]([C:3]1[CH:4]=[C:5]([CH:9]=[CH:10][CH:11]=1)[C:6](O)=[O:7])#[N:2].C1C=CC2N(O)N=[N:18]C=2C=1.CCN(C(C)C)C(C)C.CCN=C=NCCCN(C)C.Cl, predict the reaction product. The product is: [C:1]([C:3]1[CH:4]=[C:5]([CH:9]=[CH:10][CH:11]=1)[C:6]([NH2:18])=[O:7])#[N:2]. (8) Given the reactants C(N(CC)CC)C.Cl.[C:9](Cl)(=[O:16])[C:10]1[CH:15]=[CH:14][CH:13]=[N:12][CH:11]=1.Cl.Cl.[NH2:20][C:21]1[CH:53]=[CH:52][C:24]([O:25][C:26]2[CH:27]=[CH:28][C:29]3[N:33]=[C:32]([CH2:34][O:35][C:36]4[CH:49]=[CH:48][C:39]([CH2:40][CH:41]5[S:45][C:44](=[O:46])[NH:43][C:42]5=[O:47])=[CH:38][CH:37]=4)[N:31]([CH3:50])[C:30]=3[CH:51]=2)=[CH:23][CH:22]=1, predict the reaction product. The product is: [O:46]=[C:44]1[NH:43][C:42](=[O:47])[CH:41]([CH2:40][C:39]2[CH:38]=[CH:37][C:36]([O:35][CH2:34][C:32]3[N:31]([CH3:50])[C:30]4[CH:51]=[C:26]([O:25][C:24]5[CH:52]=[CH:53][C:21]([NH:20][C:9](=[O:16])[C:10]6[CH:15]=[CH:14][CH:13]=[N:12][CH:11]=6)=[CH:22][CH:23]=5)[CH:27]=[CH:28][C:29]=4[N:33]=3)=[CH:49][CH:48]=2)[S:45]1. (9) Given the reactants Br[CH2:2][CH2:3][N:4]1[CH2:8][CH2:7][CH2:6][C:5]1=[O:9].Cl.[Cl:11][C:12]1[CH:17]=[CH:16][C:15]([NH:18]N)=[CH:14][CH:13]=1.[CH3:20][N:21]1[CH2:26][CH2:25][C:24](=O)[CH2:23][CH2:22]1, predict the reaction product. The product is: [Cl:11][C:12]1[CH:17]=[CH:16][C:15]2[N:18]([CH2:2][CH2:3][N:4]3[CH2:8][CH2:7][CH2:6][C:5]3=[O:9])[C:24]3[CH2:25][CH2:26][N:21]([CH3:20])[CH2:22][C:23]=3[C:14]=2[CH:13]=1.